From a dataset of Forward reaction prediction with 1.9M reactions from USPTO patents (1976-2016). Predict the product of the given reaction. (1) Given the reactants [CH3:1][O:2][C:3]1[CH:4]=[C:5]([CH:11]=[CH:12][C:13]=1[O:14][CH3:15])[CH:6]=[CH:7][N+:8]([O-:10])=[O:9].[C:16]1([CH:23]=CC(O)=[CH:19][CH:18]=1)O.C=CC=C, predict the reaction product. The product is: [CH3:15][O:14][C:13]1[CH:12]=[CH:11][C:5]([C@@H:6]2[CH2:19][CH:18]=[CH:16][CH2:23][C@H:7]2[N+:8]([O-:10])=[O:9])=[CH:4][C:3]=1[O:2][CH3:1]. (2) Given the reactants [N+:1]([C:4]1[CH:34]=[CH:33][C:7]([O:8][C:9]2[CH:14]=[CH:13][N:12]=[C:11]3[CH:15]=[C:16]([C:18]4[CH:32]=[CH:31][C:21]([O:22][CH2:23][CH2:24][N:25]5[CH2:30][CH2:29][O:28][CH2:27][CH2:26]5)=[CH:20][CH:19]=4)[S:17][C:10]=23)=[CH:6][CH:5]=1)([O-])=O.FC1C=C(N)C=CC=1OC1C=CN=C2C=C(C3C=CC=C(OCCN4CCOCC4)C=3)SC=12, predict the reaction product. The product is: [O:28]1[CH2:29][CH2:30][N:25]([CH2:24][CH2:23][O:22][C:21]2[CH:31]=[CH:32][C:18]([C:16]3[S:17][C:10]4[C:11](=[N:12][CH:13]=[CH:14][C:9]=4[O:8][C:7]4[CH:6]=[CH:5][C:4]([NH2:1])=[CH:34][CH:33]=4)[CH:15]=3)=[CH:19][CH:20]=2)[CH2:26][CH2:27]1. (3) Given the reactants [CH2:1]([N:8]([CH2:21][C:22]1[CH:41]=[CH:40][C:25]([O:26][C:27]2[CH:39]=[CH:38][C:30]([O:31][CH2:32][CH2:33][CH2:34][C:35](O)=[O:36])=[CH:29][CH:28]=2)=[CH:24][CH:23]=1)[C:9]1[CH:14]=[CH:13][CH:12]=[C:11]([NH:15][S:16]([CH3:19])(=[O:18])=[O:17])[C:10]=1[CH3:20])[C:2]1[CH:7]=[CH:6][CH:5]=[CH:4][CH:3]=1.Cl.C([O:45][C:46](=[O:50])[CH2:47][NH:48][CH3:49])C, predict the reaction product. The product is: [CH2:1]([N:8]([CH2:21][C:22]1[CH:23]=[CH:24][C:25]([O:26][C:27]2[CH:28]=[CH:29][C:30]([O:31][CH2:32][CH2:33][CH2:34][C:35]([N:48]([CH3:49])[CH2:47][C:46]([OH:45])=[O:50])=[O:36])=[CH:38][CH:39]=2)=[CH:40][CH:41]=1)[C:9]1[CH:14]=[CH:13][CH:12]=[C:11]([NH:15][S:16]([CH3:19])(=[O:17])=[O:18])[C:10]=1[CH3:20])[C:2]1[CH:3]=[CH:4][CH:5]=[CH:6][CH:7]=1. (4) Given the reactants [C:1]([NH:24][C@@H:25]([CH2:49][CH2:50][CH2:51][CH2:52][NH:53][C:54](=[O:76])[CH2:55][CH2:56]/[CH:57]=[CH:58]\[CH2:59]/[CH:60]=[CH:61]\[CH2:62]/[CH:63]=[CH:64]\[CH2:65]/[CH:66]=[CH:67]\[CH2:68]/[CH:69]=[CH:70]\[CH2:71]/[CH:72]=[CH:73]\[CH2:74][CH3:75])[C:26]([NH:28][C:29]1[S:30][C:31]2[CH2:37][C@H:36]([N:38]([CH2:46][CH2:47][CH3:48])C(=O)OC(C)(C)C)[CH2:35][CH2:34][C:32]=2[N:33]=1)=[O:27])(=[O:23])[CH2:2][CH2:3]/[CH:4]=[CH:5]\[CH2:6]/[CH:7]=[CH:8]\[CH2:9]/[CH:10]=[CH:11]\[CH2:12]/[CH:13]=[CH:14]\[CH2:15]/[CH:16]=[CH:17]\[CH2:18]/[CH:19]=[CH:20]\[CH2:21][CH3:22], predict the reaction product. The product is: [O:27]=[C:26]([NH:28][C:29]1[S:30][C:31]2[CH2:37][C@H:36]([NH:38][CH2:46][CH2:47][CH3:48])[CH2:35][CH2:34][C:32]=2[N:33]=1)[C@@H:25]([NH:24][C:1](=[O:23])[CH2:2][CH2:3]/[CH:4]=[CH:5]\[CH2:6]/[CH:7]=[CH:8]\[CH2:9]/[CH:10]=[CH:11]\[CH2:12]/[CH:13]=[CH:14]\[CH2:15]/[CH:16]=[CH:17]\[CH2:18]/[CH:19]=[CH:20]\[CH2:21][CH3:22])[CH2:49][CH2:50][CH2:51][CH2:52][NH:53][C:54](=[O:76])[CH2:55][CH2:56]/[CH:57]=[CH:58]\[CH2:59]/[CH:60]=[CH:61]\[CH2:62]/[CH:63]=[CH:64]\[CH2:65]/[CH:66]=[CH:67]\[CH2:68]/[CH:69]=[CH:70]\[CH2:71]/[CH:72]=[CH:73]\[CH2:74][CH3:75]. (5) Given the reactants O.[NH2:2][C:3]1[CH:8]=[C:7]([OH:9])[N:6]=[C:5]([SH:10])[N:4]=1.[Cl:11][C:12]1[C:13]([F:20])=[C:14]([CH:17]=[CH:18][CH:19]=1)[CH2:15]Br, predict the reaction product. The product is: [NH2:2][C:3]1[N:4]=[C:5]([S:10][CH2:15][C:14]2[CH:17]=[CH:18][CH:19]=[C:12]([Cl:11])[C:13]=2[F:20])[NH:6][C:7](=[O:9])[CH:8]=1. (6) Given the reactants [O:1]=[CH:2][CH2:3][CH2:4][NH:5][C:6]([C@H:8]1[C:13]([CH3:15])([CH3:14])[CH2:12][O:11][C:10]([CH3:17])([CH3:16])[O:9]1)=[O:7].[CH:18]([Mg]Br)=[CH2:19], predict the reaction product. The product is: [OH:1][CH:2]([CH:18]=[CH2:19])[CH2:3][CH2:4][NH:5][C:6]([C@H:8]1[C:13]([CH3:15])([CH3:14])[CH2:12][O:11][C:10]([CH3:17])([CH3:16])[O:9]1)=[O:7]. (7) The product is: [Br:14][C:15]1[CH:16]=[C:17]([C:21]2[C:22](=[O:23])[N:2]([CH3:1])[C:3]3[NH:4][C:5]4[C:10]([C:11]=3[CH:27]=2)=[CH:9][C:8]([CH3:12])=[CH:7][CH:6]=4)[CH:18]=[CH:19][CH:20]=1. Given the reactants [CH3:1][NH:2][C:3]1[N:4](C)[C:5]2[C:10]([CH:11]=1)=[CH:9][C:8]([CH3:12])=[CH:7][CH:6]=2.[Br:14][C:15]1[CH:16]=[C:17]([C:21](=[CH:27]O)[C:22](OCC)=[O:23])[CH:18]=[CH:19][CH:20]=1, predict the reaction product. (8) Given the reactants C(S([C:6]1[CH:7]=[C:8]([C:12]2[CH:20]=[CH:19][C:18]([O:21][CH2:22][CH:23]3[CH2:28][CH2:27][N:26]([CH3:29])[CH2:25][CH2:24]3)=[C:17]3[C:13]=2[C:14]2[CH:33]=[C:32]([CH3:34])[CH:31]=[N:30][C:15]=2[NH:16]3)[CH:9]=[CH:10][CH:11]=1)(=O)=O)C.[C:35](O)([C:37](F)(F)F)=[O:36], predict the reaction product. The product is: [CH2:35]([O:36][C:6]1[CH:7]=[C:8]([C:12]2[CH:20]=[CH:19][C:18]([O:21][CH2:22][CH:23]3[CH2:28][CH2:27][N:26]([CH3:29])[CH2:25][CH2:24]3)=[C:17]3[C:13]=2[C:14]2[CH:33]=[C:32]([CH3:34])[CH:31]=[N:30][C:15]=2[NH:16]3)[CH:9]=[CH:10][CH:11]=1)[CH3:37].